This data is from Catalyst prediction with 721,799 reactions and 888 catalyst types from USPTO. The task is: Predict which catalyst facilitates the given reaction. (1) Reactant: [CH:1]1[C:6]([CH:7]2[O:16][C:15]3[CH:14]=[C:13]([OH:17])[CH:12]=[C:11]([OH:18])[C:10]=3[CH2:9][CH:8]2[OH:19])=[CH:5][C:4]([OH:20])=[C:3]([OH:21])[CH:2]=1. Product: [CH:12]1[C:13]([OH:17])=[CH:14][C:15]2[O:16][C@H:7]([C:6]3[C:1]4[CH:1]=[C:6]([C@H:7]5[O:16][C:15]6[CH:14]=[C:13]([OH:17])[CH:12]=[C:11]([OH:18])[C:10]=6[CH2:9][C@H:8]5[OH:19])[CH:5]=[C:4]([OH:20])[C:3](=[O:21])[C:2]=4[C:3]([OH:21])=[C:4]([OH:20])[CH:5]=3)[C@H:8]([OH:19])[CH2:9][C:10]=2[C:11]=1[OH:18]. The catalyst class is: 6. (2) Reactant: [Cl:1][C:2]1[CH:16]=[C:15]([O:17][CH2:18][CH:19]=[C:20]([Cl:22])[Cl:21])[CH:14]=[C:13]([Cl:23])[C:3]=1[O:4][CH2:5][CH2:6][CH2:7][O:8]S(C)(=O)=O.[I:24][C:25]1[CH:30]=[CH:29][C:28](O)=[CH:27][CH:26]=1.C(=O)([O-])[O-].[K+].[K+]. Product: [Cl:1][C:2]1[CH:16]=[C:15]([O:17][CH2:18][CH:19]=[C:20]([Cl:22])[Cl:21])[CH:14]=[C:13]([Cl:23])[C:3]=1[O:4][CH2:5][CH2:6][CH2:7][O:8][C:28]1[CH:29]=[CH:30][C:25]([I:24])=[CH:26][CH:27]=1. The catalyst class is: 9. (3) Reactant: [N:1]1[N:2]([C:6]2[CH:23]=[CH:22][CH:21]=[CH:20][C:7]=2[C:8]([N:10]2[C@H:15]([CH3:16])[CH2:14][CH2:13][C@@H:12]([C:17]([OH:19])=O)[CH2:11]2)=[O:9])[N:3]=[CH:4][CH:5]=1.[NH2:24][CH:25]([C:28]#[N:29])[C:26]#[N:27].CCN=C=NCCCN(C)C.O. Product: [N:3]1[N:2]([C:6]2[CH:23]=[CH:22][CH:21]=[CH:20][C:7]=2[C:8]([N:10]2[C@H:15]([CH3:16])[CH2:14][CH2:13][C@@H:12]([C:17]3[O:19][C:28]([NH2:29])=[C:25]([C:26]#[N:27])[N:24]=3)[CH2:11]2)=[O:9])[N:1]=[CH:5][CH:4]=1. The catalyst class is: 17. (4) The catalyst class is: 470. Product: [CH:5]1[C:6]2[C:10]3[CH2:11][CH2:12][CH2:13][CH2:14][CH2:15][CH2:16][C:9]=3[O:8][C:7]=2[CH:17]=[CH:18][C:4]=1[NH2:1]. Reactant: [N+:1]([C:4]1[CH:18]=[CH:17][C:7]2[O:8][C:9]3[CH2:16][CH2:15][CH2:14][CH2:13][CH2:12][CH2:11][C:10]=3[C:6]=2[CH:5]=1)([O-])=O. (5) Reactant: [H-].[Na+].Cl[C:4]1[N:5]([CH3:13])[C:6]2[C:7]([N:12]=1)=[N:8][CH:9]=[CH:10][CH:11]=2.[CH2:14]([N:16]1[C:24]2[C:19](=[N:20][CH:21]=[CH:22][CH:23]=2)[N:18]([C:25]2[CH:30]=[CH:29][C:28]([OH:31])=[CH:27][CH:26]=2)[C:17]1=[O:32])[CH3:15].[Cl-].[Cl-].[Ca+2].Cl. Product: [CH2:14]([N:16]1[C:24]2[C:19](=[N:20][CH:21]=[CH:22][CH:23]=2)[N:18]([C:25]2[CH:26]=[CH:27][C:28]([O:31][C:4]3[N:5]([CH3:13])[C:6]4[C:7]([N:12]=3)=[N:8][CH:9]=[CH:10][CH:11]=4)=[CH:29][CH:30]=2)[C:17]1=[O:32])[CH3:15]. The catalyst class is: 3. (6) Reactant: [NH2:1][C:2]1[C:3]([C:15]([O:17][CH2:18][CH3:19])=[O:16])=[N:4][CH:5]=[C:6]([CH2:8][C:9]2[CH:14]=[CH:13][CH:12]=[CH:11][CH:10]=2)[CH:7]=1.O.[C:21]([OH:25])(=[O:24])[CH:22]=O.[BH3-]C#N.[Na+]. Product: [CH2:8]([C:6]1[CH:7]=[C:2]([NH:1][CH2:22][C:21]([OH:25])=[O:24])[C:3]([C:15]([O:17][CH2:18][CH3:19])=[O:16])=[N:4][CH:5]=1)[C:9]1[CH:14]=[CH:13][CH:12]=[CH:11][CH:10]=1. The catalyst class is: 14. (7) Reactant: C[O:2][C:3](=[O:36])[C:4]([N:7]1[CH2:12][CH2:11][CH:10]([S:13][C:14]2[CH:15]=[CH:16][C:17]3[O:26][CH2:25][CH2:24][N:23]4[C:19](=[N:20][C:21]([C:27]5[N:28]([CH:32]([CH3:34])[CH3:33])[N:29]=[CH:30][N:31]=5)=[CH:22]4)[C:18]=3[CH:35]=2)[CH2:9][CH2:8]1)([CH3:6])[CH3:5].[Li+].[OH-]. Product: [CH:32]([N:28]1[C:27]([C:21]2[N:20]=[C:19]3[N:23]([CH2:24][CH2:25][O:26][C:17]4[CH:16]=[CH:15][C:14]([S:13][CH:10]5[CH2:11][CH2:12][N:7]([C:4]([CH3:6])([CH3:5])[C:3]([OH:36])=[O:2])[CH2:8][CH2:9]5)=[CH:35][C:18]=43)[CH:22]=2)=[N:31][CH:30]=[N:29]1)([CH3:34])[CH3:33]. The catalyst class is: 20. (8) Reactant: [Cl:1][CH2:2][C:3](=[O:8])[C:4](Cl)=[N:5][OH:6].[C:9]([OH:14])(=[O:13])[CH2:10][CH:11]=[CH2:12].C(=O)(O)[O-].[Na+]. Product: [Cl:1][CH2:2][C:3]([C:4]1[CH2:12][CH:11]([CH2:10][C:9]([OH:14])=[O:13])[O:6][N:5]=1)=[O:8]. The catalyst class is: 47. (9) Reactant: [CH3:1][O:2][C:3](=[O:36])[C@H:4]([CH2:16][C:17]1[CH:22]=[CH:21][C:20]([C:23]2[C:28]([O:29][CH3:30])=[CH:27][CH:26]=[CH:25][C:24]=2[O:31][CH3:32])=[C:19]([N+:33]([O-])=O)[CH:18]=1)[NH:5][C:6](=[O:15])[C:7]1[C:12]([Cl:13])=[CH:11][CH:10]=[CH:9][C:8]=1[Cl:14]. Product: [CH3:1][O:2][C:3](=[O:36])[C@H:4]([CH2:16][C:17]1[CH:22]=[CH:21][C:20]([C:23]2[C:28]([O:29][CH3:30])=[CH:27][CH:26]=[CH:25][C:24]=2[O:31][CH3:32])=[C:19]([NH2:33])[CH:18]=1)[NH:5][C:6](=[O:15])[C:7]1[C:12]([Cl:13])=[CH:11][CH:10]=[CH:9][C:8]=1[Cl:14]. The catalyst class is: 94.